This data is from Forward reaction prediction with 1.9M reactions from USPTO patents (1976-2016). The task is: Predict the product of the given reaction. (1) Given the reactants [Br:1][C:2]1[CH:7]=[C:6]([F:8])[CH:5]=[CH:4][C:3]=1[OH:9].Br[CH:11]([CH3:13])[CH3:12].C([O-])([O-])=O.[Cs+].[Cs+], predict the reaction product. The product is: [Br:1][C:2]1[CH:7]=[C:6]([F:8])[CH:5]=[CH:4][C:3]=1[O:9][CH:11]([CH3:13])[CH3:12]. (2) Given the reactants [C:1]([OH:8])(=[O:7])/[CH:2]=[CH:3]\[C:4]([OH:6])=[O:5].[CH:9]#[C:10][CH2:11][NH:12][C@H:13]1[C:17]2[CH:18]=[CH:19][CH:20]=[CH:21][C:16]=2[CH2:15][CH2:14]1, predict the reaction product. The product is: [CH:9]#[C:10][CH2:11][NH:12][C@H:13]1[C:17]2[CH:18]=[CH:19][CH:20]=[CH:21][C:16]=2[CH2:15][CH2:14]1.[C:1]([O-:8])(=[O:7])/[CH:2]=[CH:3]\[C:4]([O-:6])=[O:5].